Dataset: Forward reaction prediction with 1.9M reactions from USPTO patents (1976-2016). Task: Predict the product of the given reaction. (1) Given the reactants [Br:1][C:2]1[N:3]=[CH:4][C:5]([OH:8])=[N:6][CH:7]=1.CS(O[CH2:14][CH:15]1[CH2:20][CH2:19][N:18]([C:21]([O:23][CH:24]([CH3:26])[CH3:25])=[O:22])[CH2:17][CH2:16]1)(=O)=O.C([O-])([O-])=O.[K+].[K+].O, predict the reaction product. The product is: [Br:1][C:2]1[N:3]=[CH:4][C:5]([O:8][CH2:14][CH:15]2[CH2:20][CH2:19][N:18]([C:21]([O:23][CH:24]([CH3:26])[CH3:25])=[O:22])[CH2:17][CH2:16]2)=[N:6][CH:7]=1. (2) The product is: [CH:10]1([CH2:9][N:1]2[CH:5]=[CH:4][N:3]=[CH:2]2)[CH2:12][CH2:11]1. Given the reactants [NH:1]1[CH:5]=[CH:4][N:3]=[CH:2]1.[OH-].[K+].Br[CH2:9][CH:10]1[CH2:12][CH2:11]1, predict the reaction product. (3) Given the reactants [N:1]1[CH:6]=[CH:5][C:4]([NH:7][C:8](=[NH:15])[C:9]2[CH:14]=[CH:13][CH:12]=[CH:11][CH:10]=2)=[CH:3][CH:2]=1.Br[CH2:17][C:18](=O)[C:19]([O:21][CH2:22][CH3:23])=[O:20], predict the reaction product. The product is: [CH2:22]([O:21][C:19]([C:18]1[N:15]=[C:8]([C:9]2[CH:14]=[CH:13][CH:12]=[CH:11][CH:10]=2)[N:7]([C:4]2[CH:5]=[CH:6][N:1]=[CH:2][CH:3]=2)[CH:17]=1)=[O:20])[CH3:23]. (4) Given the reactants [ClH:1].[CH3:2][N:3]([CH3:52])[C:4]([C:6]1[CH:7]=[C:8]([C:12]2[CH:17]=[CH:16][CH:15]=[C:14]([CH2:18][C@H:19]([NH:34][C:35]([C@H:37]3[CH2:42][CH2:41][C@H:40]([CH2:43][NH:44]C(=O)OC(C)(C)C)[CH2:39][CH2:38]3)=[O:36])[C:20](=[O:33])[NH:21][C:22]3[CH:27]=[CH:26][C:25]([C:28]4[NH:32][N:31]=[N:30][N:29]=4)=[CH:24][CH:23]=3)[CH:13]=2)[CH:9]=[CH:10][CH:11]=1)=[O:5].C(#N)C, predict the reaction product. The product is: [ClH:1].[NH2:44][CH2:43][C@H:40]1[CH2:39][CH2:38][C@H:37]([C:35]([NH:34][C@H:19]([C:20](=[O:33])[NH:21][C:22]2[CH:23]=[CH:24][C:25]([C:28]3[NH:32][N:31]=[N:30][N:29]=3)=[CH:26][CH:27]=2)[CH2:18][C:14]2[CH:13]=[C:12]([C:8]3[CH:9]=[CH:10][CH:11]=[C:6]([C:4]([N:3]([CH3:2])[CH3:52])=[O:5])[CH:7]=3)[CH:17]=[CH:16][CH:15]=2)=[O:36])[CH2:42][CH2:41]1. (5) Given the reactants [C:1]([C:12]1[CH:19]=[CH:18][C:15]([C:16]#[N:17])=[CH:14][CH:13]=1)(=O)[C:2]#[C:3][CH2:4][CH2:5][CH2:6][CH2:7][CH2:8][CH2:9][CH3:10].[NH2:20][NH2:21].Cl.Cl, predict the reaction product. The product is: [CH2:4]([C:3]1[CH:2]=[C:1]([C:12]2[CH:19]=[CH:18][C:15]([C:16]#[N:17])=[CH:14][CH:13]=2)[NH:21][N:20]=1)[CH2:5][CH2:6][CH2:7][CH2:8][CH2:9][CH3:10]. (6) Given the reactants [NH2:1][N:2]1[CH2:6][CH2:5][O:4][C:3]1=[O:7].[CH3:8][O:9][C:10]1[CH:15]=[CH:14][C:13]([CH2:16][C:17](Cl)=[O:18])=[CH:12][CH:11]=1, predict the reaction product. The product is: [CH3:8][O:9][C:10]1[CH:15]=[CH:14][C:13]([CH2:16][C:17]([NH:1][N:2]2[CH2:6][CH2:5][O:4][C:3]2=[O:7])=[O:18])=[CH:12][CH:11]=1. (7) Given the reactants [Br:1][C:2]1[C:3]([CH3:8])=[N:4][CH:5]=[CH:6][CH:7]=1.[Br:9]N1C(=O)CCC1=O, predict the reaction product. The product is: [Br:1][C:2]1[C:3]([CH2:8][Br:9])=[N:4][CH:5]=[CH:6][CH:7]=1.